The task is: Predict the reaction yield, written as a fraction of the theoretical maximum amount of product (1.0 means a 100% yield; for example, 0.34 means a 34% yield).. This data is from Reaction yield outcomes from USPTO patents with 853,638 reactions. (1) The reactants are [OH:1][C@@H:2]([CH2:6][CH:7]([CH3:9])[CH3:8])[C:3]([OH:5])=[O:4].[CH3:10]O. The yield is 0.640. The product is [OH:1][C@@H:2]([CH2:6][CH:7]([CH3:9])[CH3:8])[C:3]([O:5][CH3:10])=[O:4]. No catalyst specified. (2) The reactants are [CH2:1]1[C:9]2[C:4](=[N:5][CH:6]=[C:7]3[CH2:12][CH2:11][CH:10]([OH:13])[C:8]3=2)[O:3][CH2:2]1.C[N+]1([O-])CCOCC1. The catalyst is C(#N)C. The product is [CH2:1]1[C:9]2[C:4](=[N:5][CH:6]=[C:7]3[CH2:12][CH2:11][C:10](=[O:13])[C:8]3=2)[O:3][CH2:2]1. The yield is 0.680. (3) The yield is 0.500. The reactants are Cl[CH2:2][CH2:3][CH2:4][O:5][C:6]1[CH:11]=[CH:10][C:9]([C:12]2[O:13][CH:14]=[C:15]([CH2:17][C:18](=[O:24])[N:19]3[CH2:23][CH2:22][CH2:21][CH2:20]3)[N:16]=2)=[CH:8][CH:7]=1.[I-].[Na+].[CH3:27][CH:28]1[CH2:32][CH2:31][CH2:30][NH:29]1.ClCCl. The product is [CH3:27][CH:28]1[CH2:32][CH2:31][CH2:30][N:29]1[CH2:2][CH2:3][CH2:4][O:5][C:6]1[CH:11]=[CH:10][C:9]([C:12]2[O:13][CH:14]=[C:15]([CH2:17][C:18](=[O:24])[N:19]3[CH2:23][CH2:22][CH2:21][CH2:20]3)[N:16]=2)=[CH:8][CH:7]=1. The catalyst is C(#N)C.